Dataset: Reaction yield outcomes from USPTO patents with 853,638 reactions. Task: Predict the reaction yield, written as a fraction of the theoretical maximum amount of product (1.0 means a 100% yield; for example, 0.34 means a 34% yield). The reactants are C(OP([CH2:9][C:10]([O:12][CH2:13][CH3:14])=[O:11])(OCC)=O)C.[H-].[Na+].C([O:20][C@H:21]1[CH2:38][CH2:37][C@@:36]2([CH3:39])[C@@H:23]([CH2:24][CH2:25][C@:26]3([CH3:49])[C@@H:35]2[CH2:34][CH2:33][C@H:32]2[C@@:27]3([CH3:48])[CH2:28][CH2:29][C@@:30]3([CH:46]=O)[CH2:42][CH2:41][C:40]([CH:43]([CH3:45])[CH3:44])=[C:31]32)[C:22]1([CH3:51])[CH3:50])(=O)C. The catalyst is CN(C)C=O.O1CCCC1. The product is [OH:20][C@H:21]1[CH2:38][CH2:37][C@@:36]2([CH3:39])[C@@H:23]([CH2:24][CH2:25][C@:26]3([CH3:49])[C@@H:35]2[CH2:34][CH2:33][C@H:32]2[C@@:27]3([CH3:48])[CH2:28][CH2:29][C@@:30]3(/[CH:46]=[CH:9]/[C:10]([O:12][CH2:13][CH3:14])=[O:11])[CH2:42][CH2:41][C:40]([CH:43]([CH3:44])[CH3:45])=[C:31]32)[C:22]1([CH3:50])[CH3:51]. The yield is 0.690.